From a dataset of Full USPTO retrosynthesis dataset with 1.9M reactions from patents (1976-2016). Predict the reactants needed to synthesize the given product. (1) Given the product [CH2:12]([NH:15][C:4]1[N:9]=[C:8]([NH:15][CH2:12][CH2:13][CH3:14])[N:7]=[CH:6][N:5]=1)[CH2:13][CH3:14], predict the reactants needed to synthesize it. The reactants are: [OH-].[Na+].Cl[C:4]1[N:9]=[C:8](Cl)[N:7]=[C:6](Cl)[N:5]=1.[CH2:12]([NH2:15])[CH2:13][CH3:14]. (2) Given the product [F:36][C:33]1[CH:34]=[CH:35][C:30]([NH:29][C:28]([C:24]2[C:23]([NH:22][C:21]([C:17]3[N:18]([CH3:20])[CH:19]=[C:15]([NH2:14])[N:16]=3)=[O:38])=[CH:27][NH:26][N:25]=2)=[O:37])=[CH:31][CH:32]=1, predict the reactants needed to synthesize it. The reactants are: FC(F)(F)C(O)=O.C(OC(=O)[NH:14][C:15]1[N:16]=[C:17]([C:21](=[O:38])[NH:22][C:23]2[C:24]([C:28](=[O:37])[NH:29][C:30]3[CH:35]=[CH:34][C:33]([F:36])=[CH:32][CH:31]=3)=[N:25][NH:26][CH:27]=2)[N:18]([CH3:20])[CH:19]=1)(C)(C)C. (3) Given the product [C:42]([O:35][CH2:34][CH2:33][O:32][C:30]1[CH:29]=[CH:28][C:3]([C:4]([N:6]2[C:12]3[CH:13]=[CH:14][CH:15]=[CH:16][C:11]=3[CH2:10][N:9]([CH2:17][C:18]([NH:20][NH:21][CH2:22][CH:23]([CH3:24])[CH3:25])=[O:19])[C:8](=[O:27])[CH2:7]2)=[O:5])=[C:2]([Cl:1])[CH:31]=1)(=[O:44])[CH3:43], predict the reactants needed to synthesize it. The reactants are: [Cl:1][C:2]1[CH:31]=[C:30]([O:32][CH2:33][CH2:34][OH:35])[CH:29]=[CH:28][C:3]=1[C:4]([N:6]1[C:12]2[CH:13]=[CH:14][CH:15]=[CH:16][C:11]=2[CH2:10][N:9]([CH2:17][C:18]([NH:20][NH:21][C:22](=O)[CH:23]([CH3:25])[CH3:24])=[O:19])[C:8](=[O:27])[CH2:7]1)=[O:5].N1C=CC=CC=1.[C:42](Cl)(=[O:44])[CH3:43]. (4) Given the product [OH:17][C:15]1[C:14]([CH3:18])=[CH:13][C:12]([C:1](=[O:3])[CH3:2])=[C:11]([O:10][CH3:9])[CH:16]=1, predict the reactants needed to synthesize it. The reactants are: [C:1](Cl)(=[O:3])[CH3:2].[Al+3].[Cl-].[Cl-].[Cl-].[CH3:9][O:10][C:11]1[CH:12]=[CH:13][C:14]([CH3:18])=[C:15]([OH:17])[CH:16]=1. (5) Given the product [Cl:22][C:16]1[CH:17]=[C:18]([Cl:21])[CH:19]=[CH:20][C:15]=1[C:13]1[N:14]=[C:10](/[CH:9]=[CH:8]/[C:5]2[CH:6]=[CH:7][C:2]([C:29]3[CH:30]=[CH:31][C:26]([NH:25][C:35](=[O:41])[CH2:36][CH2:37][C:38]([OH:40])=[O:39])=[CH:27][CH:28]=3)=[CH:3][CH:4]=2)[N:11]([CH2:23][CH3:24])[CH:12]=1, predict the reactants needed to synthesize it. The reactants are: Br[C:2]1[CH:7]=[CH:6][C:5](/[CH:8]=[CH:9]/[C:10]2[N:11]([CH2:23][CH3:24])[CH:12]=[C:13]([C:15]3[CH:20]=[CH:19][C:18]([Cl:21])=[CH:17][C:16]=3[Cl:22])[N:14]=2)=[CH:4][CH:3]=1.[NH2:25][C:26]1[CH:31]=[CH:30][C:29](B(O)O)=[CH:28][CH:27]=1.[C:35]1(=[O:41])[O:40][C:38](=[O:39])[CH2:37][CH2:36]1.CCN(C(C)C)C(C)C. (6) The reactants are: [CH3:1][N:2]([C:18]1[CH:23]=[CH:22][CH:21]=[C:20]([NH:24]C(=O)C(F)(F)F)[CH:19]=1)[C:3]1[N:8]=[C:7]2[S:9][C:10]([NH:12][C:13]([CH:15]3[CH2:17][CH2:16]3)=[O:14])=[N:11][C:6]2=[CH:5][CH:4]=1.[Cl-].[NH4+]. Given the product [NH2:24][C:20]1[CH:19]=[C:18]([N:2]([CH3:1])[C:3]2[N:8]=[C:7]3[S:9][C:10]([NH:12][C:13]([CH:15]4[CH2:16][CH2:17]4)=[O:14])=[N:11][C:6]3=[CH:5][CH:4]=2)[CH:23]=[CH:22][CH:21]=1, predict the reactants needed to synthesize it. (7) Given the product [Cl:14][C:12]1[CH:11]=[C:10]([C:15]2([C:20]([F:23])([F:22])[F:21])[CH2:19][CH2:18][N:17]([C:25]3[CH:35]=[CH:34][C:28]([CH2:29][NH:30][C:31](=[O:33])[CH3:32])=[C:27]([CH3:36])[CH:26]=3)[CH2:16]2)[CH:9]=[C:8]([Cl:7])[CH:13]=1, predict the reactants needed to synthesize it. The reactants are: CC(C)([O-])C.[Na+].[Cl:7][C:8]1[CH:9]=[C:10]([C:15]2([C:20]([F:23])([F:22])[F:21])[CH2:19][CH2:18][NH:17][CH2:16]2)[CH:11]=[C:12]([Cl:14])[CH:13]=1.Br[C:25]1[CH:35]=[CH:34][C:28]([CH2:29][NH:30][C:31](=[O:33])[CH3:32])=[C:27]([CH3:36])[CH:26]=1. (8) The reactants are: [OH:1][NH:2][C:3]([O:5][C:6]([CH3:9])([CH3:8])[CH3:7])=[O:4].[OH-].[Na+].[CH2:12]1[O:20][CH:13]1[C:14]1[CH:19]=[CH:18][CH:17]=[CH:16][CH:15]=1. Given the product [C:6]([O:5][C:3]([NH:2][O:1][CH2:12][CH:13]([C:14]1[CH:19]=[CH:18][CH:17]=[CH:16][CH:15]=1)[OH:20])=[O:4])([CH3:9])([CH3:8])[CH3:7], predict the reactants needed to synthesize it. (9) Given the product [NH2:11][C:10]1[C:2]([NH2:1])=[N:3][CH:4]=[C:5]([C:9]=1[NH:14][C:15]1[CH:20]=[CH:19][CH:18]=[C:17]([CH2:21][OH:22])[C:16]=1[CH2:23][CH3:24])[C:6]([NH2:8])=[O:7], predict the reactants needed to synthesize it. The reactants are: [NH2:1][C:2]1[C:10]([N+:11]([O-])=O)=[C:9]([NH:14][C:15]2[CH:20]=[CH:19][CH:18]=[C:17]([CH2:21][OH:22])[C:16]=2[CH2:23][CH3:24])[C:5]([C:6]([NH2:8])=[O:7])=[CH:4][N:3]=1.